From a dataset of Full USPTO retrosynthesis dataset with 1.9M reactions from patents (1976-2016). Predict the reactants needed to synthesize the given product. (1) Given the product [CH3:14][C:15]1([CH3:31])[C:16]2[CH:17]=[C:18]([C:2]3[N:3]([CH3:13])[CH:4]=[C:5]([C:7]4[S:8][C:9]([CH3:12])=[CH:10][CH:11]=4)[N:6]=3)[CH:19]=[CH:20][C:21]=2[C:22]2[C:27]1=[CH:26][CH:25]=[CH:24][CH:23]=2, predict the reactants needed to synthesize it. The reactants are: I[C:2]1[N:3]([CH3:13])[CH:4]=[C:5]([C:7]2[S:8][C:9]([CH3:12])=[CH:10][CH:11]=2)[N:6]=1.[CH3:14][C:15]1([CH3:31])[C:27]2[CH:26]=[C:25](B(O)O)[CH:24]=[CH:23][C:22]=2[C:21]2[C:16]1=[CH:17][CH:18]=[CH:19][CH:20]=2.C([O-])([O-])=O.[Na+].[Na+]. (2) The reactants are: [C:1]1([CH2:7][CH2:8][S:9](Cl)(=[O:11])=[O:10])[CH:6]=[CH:5][CH:4]=[CH:3][CH:2]=1.[NH3:13].Cl. Given the product [C:1]1([CH2:7][CH2:8][S:9]([NH2:13])(=[O:11])=[O:10])[CH:6]=[CH:5][CH:4]=[CH:3][CH:2]=1, predict the reactants needed to synthesize it. (3) Given the product [CH2:27]([N:6]1[C:7](=[O:8])[C:2]([Br:1])=[CH:3][C:4]2[CH:11]=[N:10][N:9]([C:12]3[CH:17]=[CH:16][C:15]([F:18])=[CH:14][C:13]=3[F:19])[C:5]1=2)[CH:26]=[CH2:25], predict the reactants needed to synthesize it. The reactants are: [Br:1][C:2]1[C:7](=[O:8])[NH:6][C:5]2[N:9]([C:12]3[CH:17]=[CH:16][C:15]([F:18])=[CH:14][C:13]=3[F:19])[N:10]=[CH:11][C:4]=2[CH:3]=1.[H-].[Na+].[Br-].[Li+].Br[CH2:25][CH:26]=[CH2:27]. (4) Given the product [Cl:1][C:2]1[CH:3]=[C:4]([CH:18]=[CH:19][C:20]=1[Cl:21])[O:5][CH:6]1[CH2:7][CH2:8][N:9]([CH2:12][C@@H:13]([NH:17][S:39]([C:37]2[S:38][C:34]([C:29]3[CH:30]=[CH:31][CH:32]=[CH:33][N:28]=3)=[CH:35][CH:36]=2)(=[O:40])=[O:41])[CH:14]([CH3:15])[CH3:16])[CH2:10][CH2:11]1, predict the reactants needed to synthesize it. The reactants are: [Cl:1][C:2]1[CH:3]=[C:4]([CH:18]=[CH:19][C:20]=1[Cl:21])[O:5][CH:6]1[CH2:11][CH2:10][N:9]([CH2:12][C@@H:13]([NH2:17])[CH:14]([CH3:16])[CH3:15])[CH2:8][CH2:7]1.C([O-])([O-])=O.[K+].[K+].[N:28]1[CH:33]=[CH:32][CH:31]=[CH:30][C:29]=1[C:34]1[S:38][C:37]([S:39](Cl)(=[O:41])=[O:40])=[CH:36][CH:35]=1.O. (5) Given the product [Br:1][C:2]1[CH:3]=[C:4]([CH:8]=[CH:9][C:10]=1[OH:11])[C:5]([NH:22][CH3:20])=[O:6], predict the reactants needed to synthesize it. The reactants are: [Br:1][C:2]1[CH:3]=[C:4]([CH:8]=[CH:9][C:10]=1[OH:11])[C:5](O)=[O:6].C(Cl)CCl.C1C=CC2N(O)N=[N:22][C:20]=2C=1.Cl.CN. (6) Given the product [CH3:9][C:10]1[CH:11]=[C:12]([CH:17]=[CH:18][C:19]=1[C:2]1[C:3]([CH3:8])=[N:4][CH:5]=[CH:6][CH:7]=1)[C:13]([OH:15])=[O:14], predict the reactants needed to synthesize it. The reactants are: Br[C:2]1[C:3]([CH3:8])=[N:4][CH:5]=[CH:6][CH:7]=1.[CH3:9][C:10]1[CH:11]=[C:12]([CH:17]=[CH:18][C:19]=1B1OC(C)(C)C(C)(C)O1)[C:13]([O:15]C)=[O:14].C(=O)([O-])[O-].[K+].[K+].[OH-].[Na+]. (7) Given the product [F:20][C:21]1[CH:29]=[C:28]2[C:24]([C:25]([C:2]3[CH:7]=[N:6][C:5]([S:8](=[O:10])(=[O:9])[N:11]([CH3:19])[CH2:12][CH2:13][NH:14][S:15]([CH3:18])(=[O:17])=[O:16])=[CH:4][CH:3]=3)=[CH:26][N:27]2[C:30]([O:32][C:33]([CH3:36])([CH3:35])[CH3:34])=[O:31])=[CH:23][CH:22]=1, predict the reactants needed to synthesize it. The reactants are: Br[C:2]1[CH:3]=[CH:4][C:5]([S:8]([N:11]([CH3:19])[CH2:12][CH2:13][NH:14][S:15]([CH3:18])(=[O:17])=[O:16])(=[O:10])=[O:9])=[N:6][CH:7]=1.[F:20][C:21]1[CH:29]=[C:28]2[C:24]([C:25](B3OC(C)(C)C(C)(C)O3)=[CH:26][N:27]2[C:30]([O:32][C:33]([CH3:36])([CH3:35])[CH3:34])=[O:31])=[CH:23][CH:22]=1.C([O-])([O-])=O.[K+].[K+]. (8) Given the product [CH3:1][O:2][C:3](=[O:14])[C:4]1[CH:9]=[CH:8][CH:7]=[C:6]([NH2:10])[C:5]=1[NH2:13], predict the reactants needed to synthesize it. The reactants are: [CH3:1][O:2][C:3](=[O:14])[C:4]1[CH:9]=[CH:8][CH:7]=[C:6]([N+:10]([O-])=O)[C:5]=1[NH2:13]. (9) The reactants are: [OH:1][CH:2]1[CH2:8][CH:7]2[CH:3]1[CH2:4][N:5]([C:9]([O:11][C:12]([CH3:15])([CH3:14])[CH3:13])=[O:10])[CH2:6]2.CC([O-])(C)C.[K+].[P:22](Cl)(=[O:31])([O:27][CH:28]([CH3:30])[CH3:29])[O:23][CH:24]([CH3:26])[CH3:25]. Given the product [CH:24]([O:23][P:22]([O:1][CH:2]1[CH2:8][CH:7]2[CH:3]1[CH2:4][N:5]([C:9]([O:11][C:12]([CH3:15])([CH3:14])[CH3:13])=[O:10])[CH2:6]2)([O:27][CH:28]([CH3:30])[CH3:29])=[O:31])([CH3:26])[CH3:25], predict the reactants needed to synthesize it. (10) The reactants are: [Li+].CC([N-]C(C)C)C.[CH2:9]([CH:12]([CH2:18][CH:19]=[CH2:20])[C:13]([O:15][CH2:16][CH3:17])=[O:14])[CH:10]=[CH2:11].C1C=CC(S(N(S(C2C=CC=CC=2)(=O)=O)[F:31])(=O)=O)=CC=1.[Cl-].[NH4+].Cl. Given the product [CH2:18]([C:12]([F:31])([CH2:9][CH:10]=[CH2:11])[C:13]([O:15][CH2:16][CH3:17])=[O:14])[CH:19]=[CH2:20], predict the reactants needed to synthesize it.